Task: Regression. Given a peptide amino acid sequence and an MHC pseudo amino acid sequence, predict their binding affinity value. This is MHC class I binding data.. Dataset: Peptide-MHC class I binding affinity with 185,985 pairs from IEDB/IMGT (1) The MHC is HLA-A03:01 with pseudo-sequence HLA-A03:01. The binding affinity (normalized) is 0.524. The peptide sequence is VSPLAVTWW. (2) The peptide sequence is QYQNEINYL. The MHC is HLA-A23:01 with pseudo-sequence HLA-A23:01. The binding affinity (normalized) is 0.936.